From a dataset of Forward reaction prediction with 1.9M reactions from USPTO patents (1976-2016). Predict the product of the given reaction. (1) Given the reactants [CH2:1]([O:3][C:4]([C:6]1[NH:7][C:8]2[C:13]([CH:14]=1)=[C:12]([OH:15])[CH:11]=[CH:10][CH:9]=2)=[O:5])[CH3:2].[F:16][C:17]1[CH:22]=[C:21]([F:23])[CH:20]=[CH:19][C:18]=1[N+:24]([O-:26])=[O:25].C(=O)([O-])[O-].[K+].[K+], predict the reaction product. The product is: [CH2:1]([O:3][C:4]([C:6]1[NH:7][C:8]2[C:13]([CH:14]=1)=[C:12]([O:15][C:19]1[CH:20]=[C:21]([F:23])[CH:22]=[C:17]([F:16])[C:18]=1[N+:24]([O-:26])=[O:25])[CH:11]=[CH:10][CH:9]=2)=[O:5])[CH3:2]. (2) Given the reactants C[O:2][C:3](=[O:20])[C:4]1[CH:9]=[CH:8][C:7](Cl)=[N:6][C:5]=1[NH:11][C:12]1[CH:17]=[CH:16][C:15]([Br:18])=[CH:14][C:13]=1[F:19].BrC1C=CC(NC2N=C(Cl)C=CC=2C(O)=[O:32])=C(F)C=1.C[Si](C=[N+]=[N-])(C)C, predict the reaction product. The product is: [Br:18][C:15]1[CH:16]=[CH:17][C:12]([NH:11][C:5]2[NH:6][C:7](=[O:32])[CH:8]=[CH:9][C:4]=2[C:3]([OH:2])=[O:20])=[C:13]([F:19])[CH:14]=1.